From a dataset of Forward reaction prediction with 1.9M reactions from USPTO patents (1976-2016). Predict the product of the given reaction. (1) Given the reactants [CH:1]1([C:8]2[N:13]3[N:14]=[CH:15][N:16]=[C:12]3[N:11]=[C:10]([OH:17])[C:9]=2[C:18]2[C:23]([F:24])=[CH:22][C:21](F)=[CH:20][C:19]=2[F:26])[CH2:7][CH2:6][CH2:5][CH2:4][CH2:3][CH2:2]1.[CH3:27][O:28][C:29]1[CH:40]=[CH:39][C:32]([CH2:33][O:34][CH2:35][CH2:36][CH2:37][OH:38])=[CH:31][CH:30]=1.[H-].[Na+], predict the reaction product. The product is: [CH:1]1([C:8]2[N:13]3[N:14]=[CH:15][N:16]=[C:12]3[N:11]=[C:10]([OH:17])[C:9]=2[C:18]2[C:23]([F:24])=[CH:22][C:21]([O:38][CH2:37][CH2:36][CH2:35][O:34][CH2:33][C:32]3[CH:31]=[CH:30][C:29]([O:28][CH3:27])=[CH:40][CH:39]=3)=[CH:20][C:19]=2[F:26])[CH2:2][CH2:3][CH2:4][CH2:5][CH2:6][CH2:7]1. (2) Given the reactants [H-].C([Al+]CC(C)C)C(C)C.[CH2:11]([N:13]1[C:17]2=[N:18][CH:19]=[C:20]([C:29](OCC)=[O:30])[C:21]([NH:22][CH:23]3[CH2:28][CH2:27][O:26][CH2:25][CH2:24]3)=[C:16]2[CH:15]=[N:14]1)[CH3:12], predict the reaction product. The product is: [CH2:11]([N:13]1[C:17]2=[N:18][CH:19]=[C:20]([CH2:29][OH:30])[C:21]([NH:22][CH:23]3[CH2:24][CH2:25][O:26][CH2:27][CH2:28]3)=[C:16]2[CH:15]=[N:14]1)[CH3:12]. (3) Given the reactants [F:1][C:2]([F:28])([S:13]([O:16][C:17]1[CH:26]=[CH:25][C:24]2[C:19](=[CH:20][C:21]([OH:27])=[CH:22][CH:23]=2)[CH:18]=1)(=[O:15])=[O:14])[C:3]([F:12])([F:11])[C:4]([F:10])([F:9])[C:5]([F:8])([F:7])[F:6].Br[CH:30]([CH2:40][CH3:41])[C:31]([NH:33][C:34]([CH3:39])([CH3:38])[CH2:35][O:36][CH3:37])=[O:32].C(=O)([O-])[O-].[Cs+].[Cs+].[Na+].[Cl-], predict the reaction product. The product is: [F:28][C:2]([F:1])([S:13]([O:16][C:17]1[CH:26]=[CH:25][C:24]2[C:19](=[CH:20][C:21]([O:27][CH:30]([C:31]([NH:33][C:34]([CH3:38])([CH3:39])[CH2:35][O:36][CH3:37])=[O:32])[CH2:40][CH3:41])=[CH:22][CH:23]=2)[CH:18]=1)(=[O:14])=[O:15])[C:3]([F:11])([F:12])[C:4]([F:10])([F:9])[C:5]([F:8])([F:7])[F:6]. (4) The product is: [CH2:1]([C:3]1[CH:8]=[CH:7][C:6]([C:9](=[O:11])/[CH:10]=[CH:14]/[C:15]([CH3:18])([CH3:17])[CH3:16])=[CH:5][CH:4]=1)[CH3:2]. Given the reactants [CH2:1]([C:3]1[CH:8]=[CH:7][C:6]([C:9](=[O:11])[CH3:10])=[CH:5][CH:4]=1)[CH3:2].[OH-].[Na+].[CH:14](=O)[C:15]([CH3:18])([CH3:17])[CH3:16], predict the reaction product. (5) Given the reactants [Li+].CC([N-]C(C)C)C.[Br:9][C:10]1[CH:15]=[CH:14][C:13]([NH2:16])=[C:12]([CH3:17])[CH:11]=1.Cl[C:19]1[C:27]([C:28]([OH:30])=[O:29])=[C:26]2[N:22]([CH2:23][CH2:24][CH2:25]2)[C:21](=[O:31])[C:20]=1[F:32], predict the reaction product. The product is: [Br:9][C:10]1[CH:15]=[CH:14][C:13]([NH:16][C:19]2[C:27]([C:28]([OH:30])=[O:29])=[C:26]3[N:22]([CH2:23][CH2:24][CH2:25]3)[C:21](=[O:31])[C:20]=2[F:32])=[C:12]([CH3:17])[CH:11]=1. (6) Given the reactants [CH3:1][C:2]1[N:7]=[C:6]([NH:8][C:9](=[O:15])[O:10][C:11]([CH3:14])([CH3:13])[CH3:12])[CH:5]=[CH:4][CH:3]=1.C([Li])CCC.CON(C)[C:24]([CH:26]1[CH2:31][CH2:30][N:29]([C:32]([O:34][C:35]([CH3:38])([CH3:37])[CH3:36])=[O:33])[CH2:28][CH2:27]1)=[O:25].[Cl-].[NH4+], predict the reaction product. The product is: [C:11]([O:10][C:9]([NH:8][C:6]1[N:7]=[C:2]([CH2:1][C:24]([CH:26]2[CH2:31][CH2:30][N:29]([C:32]([O:34][C:35]([CH3:38])([CH3:37])[CH3:36])=[O:33])[CH2:28][CH2:27]2)=[O:25])[CH:3]=[CH:4][CH:5]=1)=[O:15])([CH3:12])([CH3:14])[CH3:13]. (7) Given the reactants C(OC([N:8]1[CH2:13][CH:12]2[CH2:14][CH:9]1[CH2:10][N:11]2[C:15]1[N:20]2[CH:21]=[CH:22][N:23]=[C:19]2[CH:18]=[C:17]([C:24]2[CH:29]=[CH:28][N:27]=[C:26]([NH:30][CH:31]([C:33]3[CH:38]=[CH:37][CH:36]=[CH:35][CH:34]=3)[CH3:32])[CH:25]=2)[N:16]=1)=O)(C)(C)C.CO.Cl, predict the reaction product. The product is: [C@H:12]12[CH2:14][C@H:9]([NH:8][CH2:13]1)[CH2:10][N:11]2[C:15]1[N:20]2[CH:21]=[CH:22][N:23]=[C:19]2[CH:18]=[C:17]([C:24]2[CH:29]=[CH:28][N:27]=[C:26]([NH:30][C@H:31]([C:33]3[CH:34]=[CH:35][CH:36]=[CH:37][CH:38]=3)[CH3:32])[CH:25]=2)[N:16]=1. (8) Given the reactants [C:1]1([CH2:7][CH2:8][CH2:9][CH2:10][CH2:11][CH2:12][CH2:13][NH:14][C:15]([C:17]2[CH:18]=[C:19]([C:31]3[CH:36]=[CH:35][CH:34]=[C:33]([CH3:37])[CH:32]=3)[C:20]([OH:30])=[C:21]([C:23]3[CH:28]=[CH:27][CH:26]=[C:25]([CH3:29])[CH:24]=3)[CH:22]=2)=[O:16])[CH:6]=[CH:5][CH:4]=[CH:3][CH:2]=1.C([O-])([O-])=O.[K+].[K+].Br[CH2:45][C:46]([O:48][C:49]([CH3:52])([CH3:51])[CH3:50])=[O:47].CCOC(C)=O, predict the reaction product. The product is: [C:49]([O:48][C:46](=[O:47])[CH2:45][O:30][C:20]1[C:19]([C:31]2[CH:36]=[CH:35][CH:34]=[C:33]([CH3:37])[CH:32]=2)=[CH:18][C:17]([C:15](=[O:16])[NH:14][CH2:13][CH2:12][CH2:11][CH2:10][CH2:9][CH2:8][CH2:7][C:1]2[CH:6]=[CH:5][CH:4]=[CH:3][CH:2]=2)=[CH:22][C:21]=1[C:23]1[CH:28]=[CH:27][CH:26]=[C:25]([CH3:29])[CH:24]=1)([CH3:52])([CH3:51])[CH3:50]. (9) Given the reactants [F:1][C:2]([F:27])([F:26])[CH2:3][NH:4][C:5]([C:7]1([CH2:21][CH2:22][CH2:23][CH2:24][Br:25])[C:20]2[CH:19]=[CH:18][CH:17]=[CH:16][C:15]=2[S:14][C:13]2[C:8]1=[CH:9][CH:10]=[CH:11][CH:12]=2)=[O:6].ClC1C=CC=C(C(OO)=[O:36])C=1.O, predict the reaction product. The product is: [O:36]=[S:14]1[C:15]2[C:20](=[CH:19][CH:18]=[CH:17][CH:16]=2)[C:7]([CH2:21][CH2:22][CH2:23][CH2:24][Br:25])([C:5](=[O:6])[NH:4][CH2:3][C:2]([F:1])([F:26])[F:27])[C:8]2[CH:9]=[CH:10][CH:11]=[CH:12][C:13]1=2.